Dataset: Forward reaction prediction with 1.9M reactions from USPTO patents (1976-2016). Task: Predict the product of the given reaction. (1) Given the reactants [C:1]([Br:5])(Br)(Br)Br.OC[C:8]#[C:9][C:10]1[CH:15]=[CH:14][C:13]([N:16]([CH:24]=[S:25](=[O:27])=[O:26])[C:17](=[O:23])[O:18][C:19]([CH3:22])([CH3:21])[CH3:20])=[CH:12][CH:11]=1.C1C=CC(P(C2C=CC=CC=2)C2C=CC=CC=2)=CC=1.O, predict the reaction product. The product is: [C:19]([O:18][C:17](=[O:23])[N:16]([C:13]1[CH:12]=[CH:11][C:10]([C:9]#[C:8][CH2:1][Br:5])=[CH:15][CH:14]=1)[CH:24]=[S:25](=[O:27])=[O:26])([CH3:22])([CH3:21])[CH3:20]. (2) Given the reactants [C:1]([NH:4][CH:5]([C:15]1[CH:20]=[CH:19][N:18]=[CH:17][CH:16]=1)[C:6]([C:8]1[CH:13]=[CH:12][C:11]([F:14])=[CH:10][CH:9]=1)=[O:7])(=O)[CH3:2].FC1C=CC(C(=NO)CC2C=CN=CC=2)=CC=1.C(OC(=O)C)(=O)C, predict the reaction product. The product is: [F:14][C:11]1[CH:12]=[CH:13][C:8]([C:6]2[O:7][C:1]([CH3:2])=[N:4][C:5]=2[C:15]2[CH:20]=[CH:19][N:18]=[CH:17][CH:16]=2)=[CH:9][CH:10]=1.